From a dataset of Full USPTO retrosynthesis dataset with 1.9M reactions from patents (1976-2016). Predict the reactants needed to synthesize the given product. (1) Given the product [CH2:2]([O:4][C:5]([C:7]1[C:8]([C:17]([F:19])([F:20])[F:18])=[N:9][C:10]2[CH2:11][CH2:12][N:13]([C:30](=[O:31])[C:29]3[CH:33]=[C:25]([S:22]([CH3:21])(=[O:23])=[O:24])[CH:26]=[CH:27][C:28]=3[O:34][C@H:35]([CH3:40])[C:36]([F:39])([F:37])[F:38])[CH2:14][C:15]=2[CH:16]=1)=[O:6])[CH3:3], predict the reactants needed to synthesize it. The reactants are: Cl.[CH2:2]([O:4][C:5]([C:7]1[C:8]([C:17]([F:20])([F:19])[F:18])=[N:9][C:10]2[CH2:11][CH2:12][NH:13][CH2:14][C:15]=2[CH:16]=1)=[O:6])[CH3:3].[CH3:21][S:22]([C:25]1[CH:26]=[CH:27][C:28]([O:34][C@H:35]([CH3:40])[C:36]([F:39])([F:38])[F:37])=[C:29]([CH:33]=1)[C:30](O)=[O:31])(=[O:24])=[O:23]. (2) Given the product [CH3:11][C:8]1[CH:7]=[C:6]([C:4](=[O:5])[CH2:13][CH3:14])[NH:10][N:9]=1, predict the reactants needed to synthesize it. The reactants are: CON(C)[C:4]([C:6]1[NH:10][N:9]=[C:8]([CH3:11])[CH:7]=1)=[O:5].[CH2:13]([Mg]Br)[CH3:14]. (3) Given the product [CH3:20][NH:21][C:22](=[O:36])[C:23]1[CH:28]=[CH:27][C:26]([N:29]2[CH2:34][CH2:33][N:32]([CH2:2][C:3]3[CH:12]=[N:11][C:10]4[N:9]5[CH2:13][CH2:14][CH2:15][CH2:16][C@H:8]5[C:7](=[O:17])[NH:6][C:5]=4[CH:4]=3)[CH2:31][CH2:30]2)=[C:25]([CH3:35])[CH:24]=1, predict the reactants needed to synthesize it. The reactants are: O[CH2:2][C:3]1[CH:12]=[N:11][C:10]2[N:9]3[CH2:13][CH2:14][CH2:15][CH2:16][C@H:8]3[C:7](=[O:17])[NH:6][C:5]=2[CH:4]=1.Cl.Cl.[CH3:20][NH:21][C:22](=[O:36])[C:23]1[CH:28]=[CH:27][C:26]([N:29]2[CH2:34][CH2:33][NH:32][CH2:31][CH2:30]2)=[C:25]([CH3:35])[CH:24]=1.[I-].C(C[P+](C)(C)C)#N.C(N(CC)C(C)C)(C)C. (4) The reactants are: [Br:1][C:2]1[CH:7]=[CH:6][C:5]([CH:8]([C:10]2[CH:15]=[CH:14][CH:13]=[CH:12][CH:11]=2)O)=[CH:4][C:3]=1[C:16]([F:19])([F:18])[F:17].FC(F)(F)C(O)=O.C([SiH](CC)CC)C.[NH4+].[Cl-]. Given the product [CH2:8]([C:5]1[CH:6]=[CH:7][C:2]([Br:1])=[C:3]([C:16]([F:19])([F:17])[F:18])[CH:4]=1)[C:10]1[CH:11]=[CH:12][CH:13]=[CH:14][CH:15]=1, predict the reactants needed to synthesize it.